Dataset: Catalyst prediction with 721,799 reactions and 888 catalyst types from USPTO. Task: Predict which catalyst facilitates the given reaction. (1) Reactant: C(=O)([O-])[O-].[K+].[K+].[F:7][C:8]([F:17])([F:16])[C:9]1[CH:10]=[C:11]([SH:15])[CH:12]=[CH:13][CH:14]=1.Br[CH2:19][C:20]([O:22][CH3:23])=[O:21].O. Product: [F:17][C:8]([F:7])([F:16])[C:9]1[CH:10]=[C:11]([S:15][CH2:19][C:20]([O:22][CH3:23])=[O:21])[CH:12]=[CH:13][CH:14]=1. The catalyst class is: 2. (2) Reactant: [CH3:1][N:2]([CH2:4][CH2:5][OH:6])[CH3:3].ClC(Cl)(OC(=O)OC(Cl)(Cl)Cl)Cl.[C:19](=[O:22])(O)[O-].[Na+].C(=O)([O-])[O-].[K+].[K+].[NH2:30][CH2:31][CH2:32][CH2:33][O:34][C:35]1[CH:40]=[CH:39][C:38]([Cl:41])=[CH:37][C:36]=1[NH:42][C:43]([NH:45][C:46]1[CH:51]=[CH:50][C:49]([C:52]#[N:53])=[CH:48][N:47]=1)=[O:44]. Product: [CH3:1][N:2]([CH3:3])[CH2:4][CH2:5][O:6][C:19](=[O:22])[NH:30][CH2:31][CH2:32][CH2:33][O:34][C:35]1[CH:40]=[CH:39][C:38]([Cl:41])=[CH:37][C:36]=1[NH:42][C:43]([NH:45][C:46]1[CH:51]=[CH:50][C:49]([C:52]#[N:53])=[CH:48][N:47]=1)=[O:44]. The catalyst class is: 2. (3) Reactant: [Cr](O[Cr]([O-])(=O)=O)([O-])(=O)=[O:2].[NH+]1[CH:15]=[CH:14][CH:13]=[CH:12][CH:11]=1.[NH+]1[CH:21]=[CH:20][CH:19]=[CH:18][CH:17]=1. Product: [CH2:11]([OH:2])[CH2:12][C:13]#[C:14][CH2:15][CH2:17][CH2:18][CH2:19][CH2:20][CH3:21]. The catalyst class is: 120. (4) The catalyst class is: 334. Product: [OH:41][CH2:40][C:38]1[CH:39]=[C:34]([C:31]2[CH:32]=[CH:33][C:28]([N:24]3[CH2:25][CH2:26][CH2:27][N:21]([C:18]4[CH:17]=[CH:16][C:15]([C:7]5[CH:6]=[C:5]([CH2:3][OH:2])[CH:10]=[C:9]([CH2:11][OH:12])[CH:8]=5)=[CH:20][N:19]=4)[CH2:22][CH2:23]3)=[N:29][CH:30]=2)[CH:35]=[C:36]([CH2:44][OH:45])[CH:37]=1. Reactant: C[O:2][C:3]([C:5]1[CH:6]=[C:7]([C:15]2[CH:16]=[CH:17][C:18]([N:21]3[CH2:27][CH2:26][CH2:25][N:24]([C:28]4[CH:33]=[CH:32][C:31]([C:34]5[CH:39]=[C:38]([C:40](OC)=[O:41])[CH:37]=[C:36]([C:44](OC)=[O:45])[CH:35]=5)=[CH:30][N:29]=4)[CH2:23][CH2:22]3)=[N:19][CH:20]=2)[CH:8]=[C:9]([C:11](OC)=[O:12])[CH:10]=1)=O.[H-].C([Al+]CC(C)C)C(C)C.C1(C)C=CC=CC=1.CO.Cl.[OH-].[Na+]. (5) Reactant: [OH-].[Na+].C[O:4][C:5](=[O:27])[C@@H:6]([CH3:26])[NH:7][S:8]([C:11]1[CH:20]=[C:19]2[C:14]([C:15]([Cl:25])=[CH:16][N:17]=[C:18]2[NH:21][C:22]([NH2:24])=[NH:23])=[CH:13][CH:12]=1)(=[O:10])=[O:9].Cl. Product: [ClH:25].[Cl:25][C:15]1[C:14]2[C:19](=[CH:20][C:11]([S:8]([NH:7][C@@H:6]([C:5]([OH:27])=[O:4])[CH3:26])(=[O:9])=[O:10])=[CH:12][CH:13]=2)[C:18]([NH:21][C:22]([NH2:24])=[NH:23])=[N:17][CH:16]=1. The catalyst class is: 5. (6) Reactant: COC(=O)[CH2:4][NH:5][CH2:6][C@H:7]1[CH2:11][CH2:10][CH2:9][N:8]1[C:12]([O:14]C(C)(C)C)=O.FC(F)(F)C(O)=O. Product: [CH2:6]1[NH:5][CH2:4][C:12](=[O:14])[N:8]2[CH2:9][CH2:10][CH2:11][C@H:7]12. The catalyst class is: 2.